Dataset: Full USPTO retrosynthesis dataset with 1.9M reactions from patents (1976-2016). Task: Predict the reactants needed to synthesize the given product. Given the product [CH3:4][C:5]1[N:6]([CH2:10][CH2:11][C:12](=[N:16][OH:15])[NH2:13])[CH:7]=[CH:8][N:9]=1, predict the reactants needed to synthesize it. The reactants are: C[O-].[Na+].[CH3:4][C:5]1[N:6]([CH2:10][CH2:11][C:12]#[N:13])[CH:7]=[CH:8][N:9]=1.[Cl-].[OH:15][NH3+:16].